Task: Predict which catalyst facilitates the given reaction.. Dataset: Catalyst prediction with 721,799 reactions and 888 catalyst types from USPTO (1) Reactant: [C:1]([C:5]1[N:6]=[C:7](Cl)[C:8]2[CH:14]=[C:13]([C:15]3[CH:20]=[CH:19][C:18]([Cl:21])=[CH:17][CH:16]=3)[C:12]([C:22]3[CH:27]=[CH:26][CH:25]=[CH:24][C:23]=3[Cl:28])=[N:11][C:9]=2[N:10]=1)([CH3:4])([CH3:3])[CH3:2].[CH:30]([NH2:33])([CH3:32])[CH3:31]. Product: [C:1]([C:5]1[N:6]=[C:7]([NH:33][CH:30]([CH3:32])[CH3:31])[C:8]2[CH:14]=[C:13]([C:15]3[CH:20]=[CH:19][C:18]([Cl:21])=[CH:17][CH:16]=3)[C:12]([C:22]3[CH:27]=[CH:26][CH:25]=[CH:24][C:23]=3[Cl:28])=[N:11][C:9]=2[N:10]=1)([CH3:3])([CH3:4])[CH3:2]. The catalyst class is: 49. (2) Reactant: [F:1][C:2]1[CH:9]=[CH:8][CH:7]=[C:6]([F:10])[C:3]=1[CH2:4][OH:5].[H-].[Na+].[NH2:13][C:14]1[N:19]=[C:18]([NH2:20])[C:17]([C:21]2[CH:26]=[CH:25][C:24]([NH:27][C:28]([CH:30]3[CH2:32][CH2:31]3)=[O:29])=[CH:23][CH:22]=2)=[C:16]([CH2:33]Br)[N:15]=1.O. Product: [NH2:13][C:14]1[N:19]=[C:18]([NH2:20])[C:17]([C:21]2[CH:22]=[CH:23][C:24]([NH:27][C:28]([CH:30]3[CH2:31][CH2:32]3)=[O:29])=[CH:25][CH:26]=2)=[C:16]([CH2:33][O:5][CH2:4][C:3]2[C:2]([F:1])=[CH:9][CH:8]=[CH:7][C:6]=2[F:10])[N:15]=1. The catalyst class is: 148. (3) Reactant: [CH:1]([C:4]1[S:8][C:7]([CH3:9])=[N:6][C:5]=1[C:10]1[CH:30]=[CH:29][C:13]([O:14][CH2:15][CH2:16][CH2:17][CH2:18][CH2:19][O:20][C:21]2[CH:28]=[CH:27][C:24]([C:25]#[N:26])=[CH:23][CH:22]=2)=[CH:12][CH:11]=1)([CH3:3])[CH3:2].C(O)C.Cl.[NH2:35][OH:36].C(N(CC)CC)C. Product: [OH:36][NH:35][C:25](=[NH:26])[C:24]1[CH:23]=[CH:22][C:21]([O:20][CH2:19][CH2:18][CH2:17][CH2:16][CH2:15][O:14][C:13]2[CH:29]=[CH:30][C:10]([C:5]3[N:6]=[C:7]([CH3:9])[S:8][C:4]=3[CH:1]([CH3:2])[CH3:3])=[CH:11][CH:12]=2)=[CH:28][CH:27]=1. The catalyst class is: 6. (4) Reactant: [I-:1].[Na+].[F:3][C:4]1[CH:9]=[CH:8][C:7]([CH:10]([C:15]2[CH:20]=[CH:19][C:18]([F:21])=[CH:17][CH:16]=2)[CH2:11][CH2:12][CH2:13]Cl)=[CH:6][CH:5]=1. Product: [F:3][C:4]1[CH:9]=[CH:8][C:7]([CH:10]([C:15]2[CH:20]=[CH:19][C:18]([F:21])=[CH:17][CH:16]=2)[CH2:11][CH2:12][CH2:13][I:1])=[CH:6][CH:5]=1. The catalyst class is: 21. (5) Reactant: C(=O)([O-])[O-].[K+].[K+].[OH:7][C:8]1[C:13]2[CH:14]=[CH:15][O:16][C:12]=2[CH:11]=[CH:10][CH:9]=1.[CH2:17](Br)[C:18]1[CH:23]=[CH:22][CH:21]=[CH:20][CH:19]=1. Product: [CH2:17]([O:7][C:8]1[C:13]2[CH:14]=[CH:15][O:16][C:12]=2[CH:11]=[CH:10][CH:9]=1)[C:18]1[CH:23]=[CH:22][CH:21]=[CH:20][CH:19]=1. The catalyst class is: 9. (6) Reactant: N[C:2]1[CH:3]=[CH:4][C:5]([O:28][CH3:29])=[C:6]([CH2:8][CH2:9][N:10]2[CH2:15][CH2:14][CH:13]([N:16]3[C:24]4[C:19](=[CH:20][CH:21]=[C:22]([C:25]([NH2:27])=[O:26])[CH:23]=4)[CH:18]=[CH:17]3)[CH2:12][CH2:11]2)[CH:7]=1.C=O.[C:32]([BH3-])#[N:33].[Na+].[C:36](=O)(O)[O-].[Na+]. Product: [CH3:36][N:33]([CH3:32])[C:2]1[CH:3]=[CH:4][C:5]([O:28][CH3:29])=[C:6]([CH2:8][CH2:9][N:10]2[CH2:15][CH2:14][CH:13]([N:16]3[C:24]4[C:19](=[CH:20][CH:21]=[C:22]([C:25]([NH2:27])=[O:26])[CH:23]=4)[CH:18]=[CH:17]3)[CH2:12][CH2:11]2)[CH:7]=1. The catalyst class is: 477. (7) The catalyst class is: 13. Reactant: [N:1]1([C:7]([O:9][C:10]([CH3:13])([CH3:12])[CH3:11])=[O:8])[CH2:6][CH2:5][NH:4][CH2:3][CH2:2]1.[Cl:14][C:15]1[CH:20]=[CH:19][C:18]([OH:21])=[C:17]([C:22]2[CH:27]=[CH:26][N:25]=[C:24](Cl)[N:23]=2)[CH:16]=1.C(N(CC)CC)C.C(O)(C)C. Product: [Cl:14][C:15]1[CH:20]=[CH:19][C:18]([OH:21])=[C:17]([C:22]2[CH:27]=[CH:26][N:25]=[C:24]([N:4]3[CH2:5][CH2:6][N:1]([C:7]([O:9][C:10]([CH3:13])([CH3:12])[CH3:11])=[O:8])[CH2:2][CH2:3]3)[N:23]=2)[CH:16]=1.